Dataset: Forward reaction prediction with 1.9M reactions from USPTO patents (1976-2016). Task: Predict the product of the given reaction. (1) Given the reactants [OH-].[Na+].C[O:4][C:5](=[O:32])[CH2:6][C@H:7]1[CH2:12][CH2:11][C@H:10]([C:13]2[CH:18]=[CH:17][C:16]([NH:19][C:20](=[O:31])[CH2:21][CH2:22][NH:23][C:24]([O:26][C:27]([CH3:30])([CH3:29])[CH3:28])=[O:25])=[CH:15][CH:14]=2)[CH2:9][CH2:8]1, predict the reaction product. The product is: [C:27]([O:26][C:24]([NH:23][CH2:22][CH2:21][C:20]([NH:19][C:16]1[CH:17]=[CH:18][C:13]([C@H:10]2[CH2:11][CH2:12][C@H:7]([CH2:6][C:5]([OH:32])=[O:4])[CH2:8][CH2:9]2)=[CH:14][CH:15]=1)=[O:31])=[O:25])([CH3:30])([CH3:28])[CH3:29]. (2) Given the reactants [Br:1][C:2]1[CH:7]=[CH:6][CH:5]=[C:4](I)[CH:3]=1.C[Si](C)(C)[C:11]#[C:12][CH3:13].C(N(CC)CC)C.[F-].F[N+](F)(F)F.O1CCCC1, predict the reaction product. The product is: [Br:1][C:2]1[CH:7]=[CH:6][CH:5]=[C:4]([C:11]#[C:12][CH3:13])[CH:3]=1. (3) Given the reactants [Cl:1][C:2]1[CH:7]=[CH:6][C:5]([C@@H:8]2[CH2:12][NH:11][C:10](=[O:13])[CH2:9]2)=[CH:4][C:3]=1[N+:14]([O-])=O, predict the reaction product. The product is: [NH2:14][C:3]1[CH:4]=[C:5]([C@@H:8]2[CH2:12][NH:11][C:10](=[O:13])[CH2:9]2)[CH:6]=[CH:7][C:2]=1[Cl:1]. (4) Given the reactants [Cl:1][C:2]1[CH:8]=[CH:7][C:5]([NH2:6])=[C:4]([N:9]2[CH2:14][CH2:13][N:12]([CH2:15][CH2:16][C:17]([F:20])([F:19])[F:18])[CH2:11][CH2:10]2)[CH:3]=1.[CH2:21]([N:23]([CH2:33][CH3:34])[C:24]1[CH:32]=[CH:31][C:27]([C:28](O)=[O:29])=[CH:26][CH:25]=1)[CH3:22].O=C1N(P(Cl)(N2CCOC2=O)=O)CCO1.C(N(CC)CC)C, predict the reaction product. The product is: [Cl:1][C:2]1[CH:8]=[CH:7][C:5]([NH:6][C:28](=[O:29])[C:27]2[CH:26]=[CH:25][C:24]([N:23]([CH2:33][CH3:34])[CH2:21][CH3:22])=[CH:32][CH:31]=2)=[C:4]([N:9]2[CH2:14][CH2:13][N:12]([CH2:15][CH2:16][C:17]([F:19])([F:18])[F:20])[CH2:11][CH2:10]2)[CH:3]=1. (5) Given the reactants [CH3:1][C@H:2]1[CH2:7][C@@H:6]([CH3:8])[CH2:5][N:4]([C:9]([CH:11]2[CH2:19][C:18]3[C:13](=[CH:14][CH:15]=[CH:16][CH:17]=3)[N:12]2C(OC(C)(C)C)=O)=[O:10])[CH2:3]1.FC(F)(F)C(O)=O, predict the reaction product. The product is: [CH3:1][C@H:2]1[CH2:7][C@@H:6]([CH3:8])[CH2:5][N:4]([C:9]([CH:11]2[CH2:19][C:18]3[C:13](=[CH:14][CH:15]=[CH:16][CH:17]=3)[NH:12]2)=[O:10])[CH2:3]1. (6) Given the reactants [F:1][C:2]([F:20])([F:19])[C:3]1[CH:4]=[C:5]([C:9]2[CH:17]=[CH:16][CH:15]=[C:14]3[C:10]=2[CH2:11][C:12](=[O:18])[NH:13]3)[CH:6]=[CH:7][CH:8]=1.[CH3:21][C@H:22]1[NH:27][C@@H:26]([CH3:28])[CH2:25][N:24]([C:29]([C:31]2[C:32]([CH3:38])=[C:33]([CH:36]=O)[NH:34][CH:35]=2)=[O:30])[CH2:23]1, predict the reaction product. The product is: [CH3:28][C@H:26]1[NH:27][C@@H:22]([CH3:21])[CH2:23][N:24]([C:29]([C:31]2[C:32]([CH3:38])=[C:33]([CH:36]=[C:11]3[C:10]4[C:14](=[CH:15][CH:16]=[CH:17][C:9]=4[C:5]4[CH:6]=[CH:7][CH:8]=[C:3]([C:2]([F:1])([F:19])[F:20])[CH:4]=4)[NH:13][C:12]3=[O:18])[NH:34][CH:35]=2)=[O:30])[CH2:25]1. (7) Given the reactants CS(O[CH2:6][CH2:7][C:8]1[CH:13]=[CH:12][C:11]([C:14]#[N:15])=[C:10]([F:16])[CH:9]=1)(=O)=O.C(N(CC)CC)C.C1CCN2C(=NCCC2)CC1, predict the reaction product. The product is: [CH:7]([C:8]1[CH:13]=[CH:12][C:11]([C:14]#[N:15])=[C:10]([F:16])[CH:9]=1)=[CH2:6].